Dataset: Forward reaction prediction with 1.9M reactions from USPTO patents (1976-2016). Task: Predict the product of the given reaction. (1) Given the reactants [CH:1]([Si:4](Cl)([CH:8]([CH3:10])[CH3:9])[CH:5]([CH3:7])[CH3:6])([CH3:3])[CH3:2].[C:12]([C@@H:14]1[C@@H:19]2[CH2:20][C@@H:18]2[C@H:17]2[C@H:21]3[C@H:31]([CH2:32][CH2:33][C@:15]12[CH3:16])[C@:29]1([CH3:30])[C:24]([CH2:25][C@@H:26]([OH:34])[CH2:27][CH2:28]1)=[CH:23][CH2:22]3)#[N:13].N1C=CN=C1.CN(C1C=CC=CN=1)C.C(=O)(O)[O-], predict the reaction product. The product is: [C:12]([C@@H:14]1[C@@H:19]2[CH2:20][C@@H:18]2[C@H:17]2[C@H:21]3[C@H:31]([CH2:32][CH2:33][C@:15]12[CH3:16])[C@:29]1([CH3:30])[C:24]([CH2:25][C@@H:26]([O:34][Si:4]([CH:8]([CH3:10])[CH3:9])([CH:5]([CH3:7])[CH3:6])[CH:1]([CH3:3])[CH3:2])[CH2:27][CH2:28]1)=[CH:23][CH2:22]3)#[N:13]. (2) Given the reactants [CH2:1]([O:3][C:4]([CH:6]1[CH2:11][CH2:10][N:9]([C:12]2[CH:17]=[CH:16][C:15]([N+:18]([O-])=O)=[CH:14][CH:13]=2)[CH2:8][CH2:7]1)=[O:5])[CH3:2].[H][H], predict the reaction product. The product is: [CH2:1]([O:3][C:4]([CH:6]1[CH2:7][CH2:8][N:9]([C:12]2[CH:17]=[CH:16][C:15]([NH2:18])=[CH:14][CH:13]=2)[CH2:10][CH2:11]1)=[O:5])[CH3:2]. (3) Given the reactants [CH:1]([C:4]1[C:5]([O:28][CH2:29][O:30][CH3:31])=[CH:6][C:7]([O:24][CH2:25][O:26][CH3:27])=[C:8]([C:10]2[N:11]([C:16]3[CH:21]=[CH:20][C:19]([O:22][CH3:23])=[CH:18][CH:17]=3)[C:12](=[S:15])[NH:13][N:14]=2)[CH:9]=1)([CH3:3])[CH3:2].C(=O)([O-])[O-].[K+].[K+].Cl.[CH3:39][N:40]([CH3:45])[CH2:41][CH2:42][CH2:43]Cl.[Cl-].[Na+], predict the reaction product. The product is: [CH:1]([C:4]1[C:5]([O:28][CH2:29][O:30][CH3:31])=[CH:6][C:7]([O:24][CH2:25][O:26][CH3:27])=[C:8]([C:10]2[N:11]([C:16]3[CH:17]=[CH:18][C:19]([O:22][CH3:23])=[CH:20][CH:21]=3)[C:12]([S:15][CH2:43][CH2:42][CH2:41][N:40]([CH3:45])[CH3:39])=[N:13][N:14]=2)[CH:9]=1)([CH3:3])[CH3:2]. (4) Given the reactants [CH3:1][O:2][C:3]1[CH:8]=[CH:7][C:6]([NH:9][C:10]2[C:11](=[O:22])[NH:12][C:13](=[O:21])[C:14]=2[C:15]2[CH:20]=[CH:19][CH:18]=[CH:17][CH:16]=2)=[CH:5][CH:4]=1.[CH3:23][C:24]1[O:28][N:27]=[C:26]([CH2:29]O)[CH:25]=1.N(C(OCC)=O)=NC(OCC)=O.C1(P(C2C=CC=CC=2)C2C=CC=CC=2)C=CC=CC=1, predict the reaction product. The product is: [CH3:1][O:2][C:3]1[CH:4]=[CH:5][C:6]([NH:9][C:10]2[C:11](=[O:22])[N:12]([CH2:29][C:26]3[CH:25]=[C:24]([CH3:23])[O:28][N:27]=3)[C:13](=[O:21])[C:14]=2[C:15]2[CH:20]=[CH:19][CH:18]=[CH:17][CH:16]=2)=[CH:7][CH:8]=1. (5) The product is: [CH2:1]([O:23][C:24]1[CH:25]=[C:26]([CH:29]=[C:30]([O:32][CH2:33][CH2:34][CH2:35][CH2:36][CH2:37][CH2:38][CH2:39][CH2:40][CH2:41][CH2:42][CH2:43][CH2:44][CH2:45][CH2:46][CH2:47][CH2:48][CH2:49][CH2:50][CH2:51][CH2:52][CH2:53][CH3:54])[CH:31]=1)[CH2:27][Cl:57])[CH2:2][CH2:3][CH2:4][CH2:5][CH2:6][CH2:7][CH2:8][CH2:9][CH2:10][CH2:11][CH2:12][CH2:13][CH2:14][CH2:15][CH2:16][CH2:17][CH2:18][CH2:19][CH2:20][CH2:21][CH3:22]. Given the reactants [CH2:1]([O:23][C:24]1[CH:25]=[C:26]([CH:29]=[C:30]([O:32][CH2:33][CH2:34][CH2:35][CH2:36][CH2:37][CH2:38][CH2:39][CH2:40][CH2:41][CH2:42][CH2:43][CH2:44][CH2:45][CH2:46][CH2:47][CH2:48][CH2:49][CH2:50][CH2:51][CH2:52][CH2:53][CH3:54])[CH:31]=1)[CH2:27]O)[CH2:2][CH2:3][CH2:4][CH2:5][CH2:6][CH2:7][CH2:8][CH2:9][CH2:10][CH2:11][CH2:12][CH2:13][CH2:14][CH2:15][CH2:16][CH2:17][CH2:18][CH2:19][CH2:20][CH2:21][CH3:22].S(Cl)([Cl:57])=O.CN(C=O)C, predict the reaction product. (6) Given the reactants [CH3:1][C:2]1([CH3:19])[N:6]([C:7]([O:9][C:10]([CH3:13])([CH3:12])[CH3:11])=[O:8])[C@@H:5]([CH2:14][CH2:15][CH2:16][C:17]#[CH:18])[CH2:4][O:3]1.C([Li])CCC.CCCCCC.[Br:31][C:32]1[CH:37]=[CH:36][C:35]([C@@:38]2([C:48]([F:51])([F:50])[F:49])[NH:42][C@@H:41]([CH2:43][C:44]([F:47])([CH3:46])[CH3:45])[CH2:40][O:39]2)=[CH:34][CH:33]=1, predict the reaction product. The product is: [Br:31][C:32]1[CH:33]=[CH:34][C:35]([C@:38]([NH:42][C@H:41]([CH2:40][OH:39])[CH2:43][C:44]([F:47])([CH3:46])[CH3:45])([C:48]([F:51])([F:50])[F:49])[C:18]#[C:17][CH2:16][CH2:15][CH2:14][C@H:5]2[CH2:4][O:3][C:2]([CH3:19])([CH3:1])[N:6]2[C:7]([O:9][C:10]([CH3:11])([CH3:12])[CH3:13])=[O:8])=[CH:36][CH:37]=1. (7) Given the reactants [O:1]=C(CN(C(=N)N)C)O.C(O)(=O)C[C:12]([CH2:17][C:18]([OH:20])=O)([C:14]([OH:16])=O)[OH:13].[O:23]=[C:24]([CH2:26][N:27]([C:29](=[NH:31])[NH2:30])[CH3:28])[OH:25].[C:32](=[O:35])([O-])[O-].[C:36](=[O:39])(O)[O-], predict the reaction product. The product is: [O:20]=[CH:18][C@@H:17]([C@H:12]([C@@H:14]([C@@H:36]([CH2:32][OH:35])[OH:39])[OH:16])[OH:13])[OH:1].[O:23]=[C:24]([CH2:26][N:27]([C:29](=[NH:30])[NH2:31])[CH3:28])[OH:25]. (8) The product is: [CH2:20]([O:19][C:11]1[C:12]2[C:4]([CH:5]=[C:6]3[CH:10]=[CH:9][S:8][C:7]=13)=[C:3]([O:2][CH2:1][CH2:47][CH2:48][CH2:43][CH2:44][CH2:45][CH2:46][CH2:22][CH2:23][CH2:24][CH2:25][CH2:26][CH2:21][CH3:27])[C:15]1[S:16][CH:17]=[CH:18][C:14]=1[CH:13]=2)[CH2:41][CH2:40][CH2:39][CH2:38][CH2:37][CH2:36][CH2:35][CH2:34][CH2:33][CH2:32][CH2:31][CH2:30][CH3:29]. Given the reactants [CH3:1][O:2][C:3]1[C:4]2[C:12]([CH:13]=[C:14]3[CH:18]=[CH:17][S:16][C:15]=13)=[C:11]([O:19][CH3:20])[C:7]1[S:8][CH:9]=[CH:10][C:6]=1[CH:5]=2.[C:21]1([CH3:27])[CH:26]=[CH:25][CH:24]=[CH:23][CH:22]=1.C(O)[CH2:29][CH2:30][CH2:31][CH2:32][CH2:33][CH2:34][CH2:35][CH2:36][CH2:37][CH2:38][CH2:39][CH2:40][CH3:41].[C:43]1(C)[CH:48]=[CH:47][C:46](S(O)(=O)=O)=[CH:45][CH:44]=1, predict the reaction product. (9) Given the reactants FC(F)(F)C(O)=O.[C:8]([C:10]1[CH:11]=[CH:12][C:13]2[O:18][CH2:17][C:16](=[O:19])[N:15]([CH2:20][CH2:21][CH2:22][CH:23]3[CH2:28][CH2:27][NH:26][CH2:25][CH:24]3[C:29]([O:31][CH3:32])=[O:30])[C:14]=2[CH:33]=1)#[N:9].[F:34][C:35]1[CH:40]=[CH:39][C:38]([F:41])=[CH:37][C:36]=1/[CH:42]=[CH:43]/[CH:44]=O.C(N(CC)CC)C.C(O[BH-](OC(=O)C)OC(=O)C)(=O)C.[Na+], predict the reaction product. The product is: [F:34][C:35]1[CH:40]=[CH:39][C:38]([F:41])=[CH:37][C:36]=1/[CH:42]=[CH:43]/[CH2:44][N:26]1[CH2:27][CH2:28][CH:23]([CH2:22][CH2:21][CH2:20][N:15]2[C:14]3[CH:33]=[C:10]([C:8]#[N:9])[CH:11]=[CH:12][C:13]=3[O:18][CH2:17][C:16]2=[O:19])[CH:24]([C:29]([O:31][CH3:32])=[O:30])[CH2:25]1.